This data is from Full USPTO retrosynthesis dataset with 1.9M reactions from patents (1976-2016). The task is: Predict the reactants needed to synthesize the given product. (1) Given the product [Cl:35][C:36]1[CH:41]=[CH:40][CH:39]=[CH:38][C:37]=1[CH2:42][S:43]([NH:34][C@@H:10]1[CH2:9][NH:8][CH2:12][C@H:11]1[CH2:13][N:14]([CH:31]([CH3:33])[CH3:32])[C:15](=[O:30])[C:16]1[CH:21]=[CH:20][C:19]([O:22][CH3:23])=[C:18]([O:24][CH2:25][CH2:26][CH2:27][O:28][CH3:29])[CH:17]=1)(=[O:45])=[O:44], predict the reactants needed to synthesize it. The reactants are: C(OC([N:8]1[CH2:12][C@@H:11]([CH2:13][N:14]([CH:31]([CH3:33])[CH3:32])[C:15](=[O:30])[C:16]2[CH:21]=[CH:20][C:19]([O:22][CH3:23])=[C:18]([O:24][CH2:25][CH2:26][CH2:27][O:28][CH3:29])[CH:17]=2)[C@H:10]([NH2:34])[CH2:9]1)=O)(C)(C)C.[Cl:35][C:36]1[CH:41]=[CH:40][CH:39]=[CH:38][C:37]=1[CH2:42][S:43](Cl)(=[O:45])=[O:44].CC#N.O.CC#N. (2) Given the product [C:1]([OH:5])(=[O:4])[CH:2]=[O:3].[OH2:3].[OH2:3].[OH2:3].[OH2:3].[OH2:3].[OH2:3].[Cl-:6].[Mg+2:7].[Cl-:6], predict the reactants needed to synthesize it. The reactants are: [C:1]([OH:5])(=[O:4])[CH:2]=[O:3].[Cl-:6].[Mg+2:7].[Cl-]. (3) Given the product [NH2:45][C:36](=[O:37])[CH2:35][C:30]1[CH:31]=[CH:32][CH:33]=[CH:34][C:29]=1[CH2:28][CH2:27][C:25]1[C:24]([C:39]([F:40])([F:41])[F:42])=[CH:23][N:22]=[C:21]([NH:20][C:17]2[CH:18]=[CH:19][C:14]([CH:10]3[CH2:11][CH2:12][CH2:13][N:8]([C:6]([O:5][C:1]([CH3:4])([CH3:2])[CH3:3])=[O:7])[CH2:9]3)=[CH:15][CH:16]=2)[N:26]=1, predict the reactants needed to synthesize it. The reactants are: [C:1]([O:5][C:6]([N:8]1[CH2:13][CH2:12][CH2:11][CH:10]([C:14]2[CH:19]=[CH:18][C:17]([NH:20][C:21]3[N:26]=[C:25]([CH2:27][CH2:28][C:29]4[CH:34]=[CH:33][CH:32]=[CH:31][C:30]=4[CH2:35][C:36]([O-])=[O:37])[C:24]([C:39]([F:42])([F:41])[F:40])=[CH:23][N:22]=3)=[CH:16][CH:15]=2)[CH2:9]1)=[O:7])([CH3:4])([CH3:3])[CH3:2].[Li+].O[N:45]1C2C=CC=CC=2N=N1.CCN=C=NCCCN(C)C.Cl.C(N(CC)C(C)C)(C)C.C(=O)([O-])[O-].[NH4+].[NH4+]. (4) Given the product [CH2:46]([N:45]([CH3:44])[C:41]([C@@H:15]1[CH2:16][C@H:17]([O:19][C:20]2[C:29]3[C:24](=[C:25]([CH3:32])[C:26]([O:30][CH3:31])=[CH:27][CH:28]=3)[N:23]=[C:22]([C:33]3[S:34][CH:35]=[C:36]([CH:38]([CH3:39])[CH3:40])[N:37]=3)[CH:21]=2)[CH2:18][C@H:14]1[C:12]([NH:11][C@:6]1([C:4]([O:3][CH2:1][CH3:2])=[O:5])[CH2:8][C@H:7]1[CH:9]=[CH2:10])=[O:13])=[O:42])[CH2:47][CH2:48][CH2:49][CH:50]=[CH2:51], predict the reactants needed to synthesize it. The reactants are: [CH2:1]([O:3][C:4]([C@@:6]1([NH:11][C:12]([C@@H:14]2[CH2:18][C@@H:17]([O:19][C:20]3[C:29]4[C:24](=[C:25]([CH3:32])[C:26]([O:30][CH3:31])=[CH:27][CH:28]=4)[N:23]=[C:22]([C:33]4[S:34][CH:35]=[C:36]([CH:38]([CH3:40])[CH3:39])[N:37]=4)[CH:21]=3)[CH2:16][C@H:15]2[C:41](O)=[O:42])=[O:13])[CH2:8][C@H:7]1[CH:9]=[CH2:10])=[O:5])[CH3:2].[CH3:44][NH:45][CH2:46][CH2:47][CH2:48][CH2:49][CH:50]=[CH2:51].C(OC(N1C2C(=CC=CC=2)C=CC1OCC)=O)C.CC1CCCO1.Cl.